This data is from Forward reaction prediction with 1.9M reactions from USPTO patents (1976-2016). The task is: Predict the product of the given reaction. (1) Given the reactants [Br:1][C:2]1[N:3]=[C:4]([CH2:16][CH3:17])[C:5]([NH:10][C@H:11]([CH2:14][CH3:15])[CH2:12][OH:13])=[N:6][C:7]=1[CH2:8][CH3:9].[C:18](OCC)(=O)C, predict the reaction product. The product is: [Br:1][C:2]1[N:3]=[C:4]([CH2:16][CH3:17])[C:5]([NH:10][C@@H:11]([CH2:12][O:13][CH3:18])[CH2:14][CH3:15])=[N:6][C:7]=1[CH2:8][CH3:9]. (2) Given the reactants [CH2:1]=[C:2]1[C:19]2[C@:14]([CH3:21])([CH2:15][CH2:16][C:17](=[O:20])[CH:18]=2)[C@@H:13]2[C@H:4]([C@H:5]3[C@@:9]([CH2:11][CH2:12]2)([CH3:10])[C:8](=[O:22])[CH2:7][CH2:6]3)[CH2:3]1.ClC1C(=O)C(C#N)=C(C#N)C(=O)C=1Cl, predict the reaction product. The product is: [CH2:1]=[C:2]1[C:19]2[C@:14]([CH3:21])([CH:15]=[CH:16][C:17](=[O:20])[CH:18]=2)[C@@H:13]2[C@H:4]([C@H:5]3[C@@:9]([CH2:11][CH2:12]2)([CH3:10])[C:8](=[O:22])[CH2:7][CH2:6]3)[CH2:3]1. (3) Given the reactants [CH3:1][O-:2].[Na+].[C:4]([C:6]1[CH:11]=[CH:10][C:9]([N:12]2[C:17](=[O:18])[CH:16]=[C:15]([C:19]([F:22])([F:21])[F:20])[NH:14][C:13]2=[O:23])=[CH:8][C:7]=1[N+]([O-])=O)#[N:5].O.Cl, predict the reaction product. The product is: [C:4]([C:6]1[CH:11]=[CH:10][C:9]([N:12]2[C:17](=[O:18])[CH:16]=[C:15]([C:19]([F:22])([F:21])[F:20])[NH:14][C:13]2=[O:23])=[CH:8][C:7]=1[O:2][CH3:1])#[N:5]. (4) Given the reactants [CH3:1][C@H:2]1[C@@H:6]([C:7]2[CH:12]=[CH:11][CH:10]=[CH:9][CH:8]=2)[O:5][C:4](=[O:13])[NH:3]1.[H-].[Na+].[Br:16][C:17]1[CH:24]=[CH:23][C:22]([C:25]([F:28])([F:27])[F:26])=[CH:21][C:18]=1[CH2:19]Br.CCOC(C)=O, predict the reaction product. The product is: [Br:16][C:17]1[CH:24]=[CH:23][C:22]([C:25]([F:26])([F:27])[F:28])=[CH:21][C:18]=1[CH2:19][N:3]1[C@@H:2]([CH3:1])[C@@H:6]([C:7]2[CH:12]=[CH:11][CH:10]=[CH:9][CH:8]=2)[O:5][C:4]1=[O:13].